This data is from Full USPTO retrosynthesis dataset with 1.9M reactions from patents (1976-2016). The task is: Predict the reactants needed to synthesize the given product. (1) Given the product [CH3:9][O:10][C:11]1[CH:19]=[C:18]2[C:14]([CH2:15][CH2:16][C:17]2([C:1]2[CH:6]=[CH:5][CH:4]=[CH:3][CH:2]=2)[OH:20])=[CH:13][CH:12]=1, predict the reactants needed to synthesize it. The reactants are: [C:1]1([Mg]Br)[CH:6]=[CH:5][CH:4]=[CH:3][CH:2]=1.[CH3:9][O:10][C:11]1[CH:19]=[C:18]2[C:14]([CH2:15][CH2:16][C:17]2=[O:20])=[CH:13][CH:12]=1.[NH4+].[Cl-].O. (2) Given the product [F:1][C:2]1[CH:7]=[C:6]([C:25]2[CH:33]=[CH:32][C:31]3[N:30]4[C:34](=[O:42])[O:35][C@@H:36]([CH2:37][NH:38][C:39](=[O:41])[CH3:40])[C@@H:29]4[CH2:28][C:27]=3[CH:26]=2)[CH:5]=[N:4][C:3]=1[C:17]1[CH2:21][CH:20]([CH2:22][OH:23])[O:19][N:18]=1, predict the reactants needed to synthesize it. The reactants are: [F:1][C:2]1[C:3]([C:17]2[CH2:21][CH:20]([CH2:22][OH:23])[O:19][N:18]=2)=[N:4][CH:5]=[C:6](B2OC(C)(C)C(C)(C)O2)[CH:7]=1.Br[C:25]1[CH:33]=[CH:32][C:31]2[N:30]3[C:34](=[O:42])[O:35][C@@H:36]([CH2:37][NH:38][C:39](=[O:41])[CH3:40])[C@@H:29]3[CH2:28][C:27]=2[CH:26]=1.C([O-])([O-])=O.[K+].[K+]. (3) Given the product [C:25]([O:24][C:22]([NH:21][C@@:13]12[CH2:14][CH2:15][C:16]([F:20])([F:19])[C@@H:17]1[CH2:18][NH:11][CH2:12]2)=[O:23])([CH3:28])([CH3:26])[CH3:27], predict the reactants needed to synthesize it. The reactants are: C(OC([N:11]1[CH2:18][C@@H:17]2[C@@:13]([NH:21][C:22]([O:24][C:25]([CH3:28])([CH3:27])[CH3:26])=[O:23])([CH2:14][CH2:15][C:16]2([F:20])[F:19])[CH2:12]1)=O)C1C=CC=CC=1.[H][H]. (4) Given the product [CH2:11]([C@H:18]1[CH2:19][N:20]([C:24]2[CH:29]=[CH:28][C:27]([O:30][CH3:31])=[C:26]([O:32][CH:33]([F:35])[F:34])[CH:25]=2)[CH2:21][CH2:22][N:23]1[C:8](=[O:10])[CH2:7][C:2]1[CH:3]=[CH:4][CH:5]=[CH:6][N:1]=1)[C:12]1[CH:13]=[CH:14][CH:15]=[CH:16][CH:17]=1, predict the reactants needed to synthesize it. The reactants are: [N:1]1[CH:6]=[CH:5][CH:4]=[CH:3][C:2]=1[CH2:7][C:8]([OH:10])=O.[CH2:11]([C@@H:18]1[NH:23][CH2:22][CH2:21][N:20]([C:24]2[CH:29]=[CH:28][C:27]([O:30][CH3:31])=[C:26]([O:32][CH:33]([F:35])[F:34])[CH:25]=2)[CH2:19]1)[C:12]1[CH:17]=[CH:16][CH:15]=[CH:14][CH:13]=1. (5) Given the product [Cl:15][C:16]1[C:21]([C:2]2[N:6]3[CH:7]=[C:8]([C:11]([F:14])([F:13])[F:12])[CH:9]=[CH:10][C:5]3=[N:4][CH:3]=2)=[CH:20][CH:19]=[CH:18][N:17]=1, predict the reactants needed to synthesize it. The reactants are: Br[C:2]1[N:6]2[CH:7]=[C:8]([C:11]([F:14])([F:13])[F:12])[CH:9]=[CH:10][C:5]2=[N:4][CH:3]=1.[Cl:15][C:16]1[CH:21]=[C:20](B(O)O)[CH:19]=[CH:18][N:17]=1.C([O-])([O-])=O.[Na+].[Na+].